From a dataset of NCI-60 drug combinations with 297,098 pairs across 59 cell lines. Regression. Given two drug SMILES strings and cell line genomic features, predict the synergy score measuring deviation from expected non-interaction effect. Drug 1: CNC(=O)C1=CC=CC=C1SC2=CC3=C(C=C2)C(=NN3)C=CC4=CC=CC=N4. Drug 2: CN1C2=C(C=C(C=C2)N(CCCl)CCCl)N=C1CCCC(=O)O.Cl. Cell line: OVCAR-8. Synergy scores: CSS=2.12, Synergy_ZIP=-0.435, Synergy_Bliss=-1.00, Synergy_Loewe=-2.33, Synergy_HSA=-2.36.